From a dataset of Full USPTO retrosynthesis dataset with 1.9M reactions from patents (1976-2016). Predict the reactants needed to synthesize the given product. (1) Given the product [I:22][C:2]1[CH:11]=[C:10]2[C:5]([CH:6]=[CH:7][C:8]([S:12]([OH:15])(=[O:14])=[O:13])=[CH:9]2)=[CH:4][CH:3]=1, predict the reactants needed to synthesize it. The reactants are: N[C:2]1[CH:11]=[C:10]2[C:5]([CH:6]=[CH:7][C:8]([S:12]([O-:15])(=[O:14])=[O:13])=[CH:9]2)=[CH:4][CH:3]=1.[Na+].N([O-])=O.[Na+].[Na+].[I-:22].CCO. (2) Given the product [CH2:11]([O:10][N:9]1[CH2:25][CH2:24][N:7]([CH2:6][CH2:5][CH2:4][CH:3]([O:19][CH3:20])[O:2][CH3:1])[C:8]1=[O:18])[C:12]1[CH:13]=[CH:14][CH:15]=[CH:16][CH:17]=1, predict the reactants needed to synthesize it. The reactants are: [CH3:1][O:2][CH:3]([O:19][CH3:20])[CH2:4][CH2:5][CH2:6][NH:7][C:8](=[O:18])[NH:9][O:10][CH2:11][C:12]1[CH:17]=[CH:16][CH:15]=[CH:14][CH:13]=1.[H-].[Na+].Br[CH2:24][CH2:25]Br. (3) Given the product [CH3:14][C:13]1[C:6]2[N:5]([C:4]([CH2:16][CH2:17][CH3:18])=[N:3][C:2]=2[CH3:1])[C:7]2[S:11][CH:10]=[N:9][C:8]=2[N:12]=1, predict the reactants needed to synthesize it. The reactants are: [CH3:1][C:2]1[N:3]=[C:4]([CH2:16][CH2:17][CH3:18])[N:5]([C:7]2[S:11][CH:10]=[N:9][C:8]=2[NH:12][C:13](=O)[CH3:14])[CH:6]=1.O=P12OP3(OP(OP(O3)(O1)=O)(=O)O2)=O.O=P(Cl)(Cl)Cl.